The task is: Predict the product of the given reaction.. This data is from Forward reaction prediction with 1.9M reactions from USPTO patents (1976-2016). (1) Given the reactants [CH2:1]([C:4]1[C:13]2[C:8](=[CH:9][C:10](O)=[CH:11][C:12]=2O)[O:7][C:6](=[O:16])[CH:5]=1)[CH2:2][CH3:3].[CH3:17][C:18]1[CH:23]=[CH:22][C:21]([S:24](Cl)(=[O:26])=[O:25])=[CH:20][CH:19]=1.Cl, predict the reaction product. The product is: [CH2:1]([C:4]1[C:13]2[C:8](=[CH:9][C:10]([S:24]([C:21]3[CH:22]=[CH:23][C:18]([CH3:17])=[CH:19][CH:20]=3)(=[O:26])=[O:25])=[CH:11][C:12]=2[S:24]([C:21]2[CH:22]=[CH:23][C:18]([CH3:17])=[CH:19][CH:20]=2)(=[O:26])=[O:25])[O:7][C:6](=[O:16])[CH:5]=1)[CH2:2][CH3:3]. (2) Given the reactants Cl[C:2]1[CH:3]=[CH:4][N:5]2[C:10]([C:11]=1[CH3:12])=[C:9]([CH:13]1[CH2:15][CH2:14]1)[CH:8]=[C:7]([C:16]([O:18][CH3:19])=[O:17])[C:6]2=[O:20].[C:21]([NH:24][CH2:25][C:26]1[CH:31]=[CH:30][C:29](B(O)O)=[CH:28][CH:27]=1)(=[O:23])[CH3:22], predict the reaction product. The product is: [C:21]([NH:24][CH2:25][C:26]1[CH:31]=[CH:30][C:29]([C:2]2[CH:3]=[CH:4][N:5]3[C:10]([C:11]=2[CH3:12])=[C:9]([CH:13]2[CH2:15][CH2:14]2)[CH:8]=[C:7]([C:16]([O:18][CH3:19])=[O:17])[C:6]3=[O:20])=[CH:28][CH:27]=1)(=[O:23])[CH3:22]. (3) Given the reactants [OH-].[Na+].[CH2:3]([O:7][C:8]1[CH:13]=[C:12]([CH2:14][CH2:15][C:16]([O:18]C)=[O:17])[CH:11]=[CH:10][C:9]=1[C:20]1[CH:25]=[CH:24][CH:23]=[C:22]([N:26]([CH3:35])[C:27]([NH:29][CH2:30][CH2:31][CH2:32][CH2:33][CH3:34])=[O:28])[CH:21]=1)[CH2:4][CH2:5][CH3:6], predict the reaction product. The product is: [CH2:3]([O:7][C:8]1[CH:13]=[C:12]([CH2:14][CH2:15][C:16]([OH:18])=[O:17])[CH:11]=[CH:10][C:9]=1[C:20]1[CH:25]=[CH:24][CH:23]=[C:22]([N:26]([CH3:35])[C:27]([NH:29][CH2:30][CH2:31][CH2:32][CH2:33][CH3:34])=[O:28])[CH:21]=1)[CH2:4][CH2:5][CH3:6]. (4) Given the reactants [F:1][C:2]1[CH:3]=[C:4]([NH:8][C:9]2[N:18]=[CH:17][C:16]3[C:11](=[CH:12][C:13]([O:27][CH:28]4[CH2:33][CH2:32][N:31]([C:34]([O:36][C:37]([CH3:40])([CH3:39])[CH3:38])=[O:35])[CH2:30][CH2:29]4)=[C:14](OS(C(F)(F)F)(=O)=O)[CH:15]=3)[N:10]=2)[CH:5]=[CH:6][CH:7]=1.CC1(C)C(C)(C)OB([C:49]2[CH:50]=[N:51][CH:52]=[CH:53][CH:54]=2)O1.C([O-])([O-])=O.[Na+].[Na+].CO, predict the reaction product. The product is: [F:1][C:2]1[CH:3]=[C:4]([NH:8][C:9]2[N:18]=[CH:17][C:16]3[C:11](=[CH:12][C:13]([O:27][CH:28]4[CH2:29][CH2:30][N:31]([C:34]([O:36][C:37]([CH3:39])([CH3:38])[CH3:40])=[O:35])[CH2:32][CH2:33]4)=[C:14]([C:49]4[CH:50]=[N:51][CH:52]=[CH:53][CH:54]=4)[CH:15]=3)[N:10]=2)[CH:5]=[CH:6][CH:7]=1. (5) Given the reactants [CH3:1][N:2]1[CH2:7][CH2:6][CH2:5][CH:4]([CH:8]=[N:9][OH:10])[CH2:3]1.[CH2:11]([N:14]1[CH2:18][CH2:17][CH2:16][C:15]1=[O:19])[CH:12]=[CH2:13], predict the reaction product. The product is: [CH3:1][N:2]1[CH2:7][CH2:6][CH2:5][CH:4]([C:8]2[CH2:13][CH:12]([CH2:11][N:14]3[CH2:18][CH2:17][CH2:16][C:15]3=[O:19])[O:10][N:9]=2)[CH2:3]1. (6) Given the reactants Br[CH2:2][C:3]1[CH:8]=[CH:7][C:6]([C:9](=[O:18])[C:10]([C:12]2[CH:17]=[CH:16][CH:15]=[CH:14][CH:13]=2)=[O:11])=[CH:5][CH:4]=1.[C:19]1(=[O:29])[NH:23][C:22](=[O:24])[C:21]2=[CH:25][CH:26]=[CH:27][CH:28]=[C:20]12.[K], predict the reaction product. The product is: [O:11]=[C:10]([C:12]1[CH:17]=[CH:16][CH:15]=[CH:14][CH:13]=1)[C:9]([C:6]1[CH:7]=[CH:8][C:3]([CH2:2][N:23]2[C:19](=[O:29])[C:20]3[C:21](=[CH:25][CH:26]=[CH:27][CH:28]=3)[C:22]2=[O:24])=[CH:4][CH:5]=1)=[O:18]. (7) Given the reactants Br.Br[CH2:3][C:4]([C:6]1[CH:11]=[CH:10][N:9]=[CH:8][CH:7]=1)=O.[CH3:12][O:13][C:14]1[CH:15]=[C:16]([NH:22][C:23]([NH2:25])=[S:24])[CH:17]=[C:18]([O:20][CH3:21])[CH:19]=1.N, predict the reaction product. The product is: [CH3:12][O:13][C:14]1[CH:15]=[C:16]([NH:22][C:23]2[S:24][CH:3]=[C:4]([C:6]3[CH:11]=[CH:10][N:9]=[CH:8][CH:7]=3)[N:25]=2)[CH:17]=[C:18]([O:20][CH3:21])[CH:19]=1.